Dataset: Catalyst prediction with 721,799 reactions and 888 catalyst types from USPTO. Task: Predict which catalyst facilitates the given reaction. (1) Product: [Cl:13][C:14]1[CH:19]=[C:18]([C:2]2[N:3]=[CH:4][N:5]([C:7]3[CH:12]=[CH:11][CH:10]=[CH:9][N:8]=3)[CH:6]=2)[CH:17]=[CH:16][CH:15]=1. The catalyst class is: 108. Reactant: Br[C:2]1[N:3]=[CH:4][N:5]([C:7]2[CH:12]=[CH:11][CH:10]=[CH:9][N:8]=2)[CH:6]=1.[Cl:13][C:14]1[CH:15]=[C:16](B(O)O)[CH:17]=[CH:18][CH:19]=1.C(=O)([O-])[O-].[K+].[K+]. (2) Product: [CH:20]([C@@H:22]1[CH2:30][C:29]2[C:24](=[CH:25][CH:26]=[CH:27][CH:28]=2)[N:23]1[C:31]([O:33][CH2:34][C:35]1[CH:40]=[CH:39][CH:38]=[CH:37][CH:36]=1)=[O:32])=[O:21]. The catalyst class is: 36. Reactant: CC(C[AlH]CC(C)C)C.C1(C)C=CC=CC=1.CON(C)[C:20]([C@@H:22]1[CH2:30][C:29]2[C:24](=[CH:25][CH:26]=[CH:27][CH:28]=2)[N:23]1[C:31]([O:33][CH2:34][C:35]1[CH:40]=[CH:39][CH:38]=[CH:37][CH:36]=1)=[O:32])=[O:21].Cl. (3) Reactant: [Cl:1][C:2]1[CH:16]=[C:15]([CH:17]([CH3:39])[C:18]([NH:20][CH2:21][C:22]2[C:23]([N:32]3[CH2:37][CH2:36][CH:35]([CH3:38])[CH2:34][CH2:33]3)=[N:24][C:25]([C:28]([F:31])([F:30])[F:29])=[CH:26][CH:27]=2)=[O:19])[CH:14]=[CH:13][C:3]=1[CH2:4][NH:5]C(=O)OC(C)(C)C.FC(F)(F)C(O)=O.C(=O)([O-])O.[Na+]. Product: [NH2:5][CH2:4][C:3]1[CH:13]=[CH:14][C:15]([CH:17]([CH3:39])[C:18]([NH:20][CH2:21][C:22]2[C:23]([N:32]3[CH2:37][CH2:36][CH:35]([CH3:38])[CH2:34][CH2:33]3)=[N:24][C:25]([C:28]([F:31])([F:29])[F:30])=[CH:26][CH:27]=2)=[O:19])=[CH:16][C:2]=1[Cl:1]. The catalyst class is: 4. (4) Reactant: [CH3:1][N:2]1[CH:6]=[C:5]([N+:7]([O-])=O)[N:4]=[CH:3]1.[H][H].[Cl:12][C:13]1[N:18]=[C:17](Cl)[N:16]=[C:15]([Cl:20])[N:14]=1. Product: [Cl:12][C:13]1[N:14]=[C:15]([Cl:20])[N:16]=[C:17]([NH:7][C:5]2[N:4]=[CH:3][N:2]([CH3:1])[CH:6]=2)[N:18]=1. The catalyst class is: 29. (5) Reactant: [CH3:1][O:2][CH2:3][C@@H:4]([NH:11][C:12]([NH:14][C:15]1[N:20]=[CH:19][C:18]2[C:21]([O:24][CH3:25])=[N:22][NH:23][C:17]=2[CH:16]=1)=[O:13])[C:5]1[CH:10]=[CH:9][CH:8]=[CH:7][CH:6]=1.C1C(=O)N([Br:33])C(=O)C1.O. Product: [Br:33][C:16]1[C:17]2[NH:23][N:22]=[C:21]([O:24][CH3:25])[C:18]=2[CH:19]=[N:20][C:15]=1[NH:14][C:12]([NH:11][C@@H:4]([C:5]1[CH:10]=[CH:9][CH:8]=[CH:7][CH:6]=1)[CH2:3][O:2][CH3:1])=[O:13]. The catalyst class is: 3. (6) Reactant: [H-].[Na+].[NH2:3][C:4]1[C:5]([N+:36]([O-:38])=[O:37])=[CH:6][C:7]([C:20](=[O:35])[NH:21][C:22]2[CH:30]=[C:29]3[C:25]([CH:26]=[N:27][N:28]3[S:31]([CH3:34])(=[O:33])=[O:32])=[CH:24][CH:23]=2)=[C:8](CCNCCOS(C)(=O)=O)[CH:9]=1. Product: [NH2:3][C:4]1[C:5]([N+:36]([O-:38])=[O:37])=[CH:6][C:7]2[C:20](=[O:35])[N:21]([C:22]3[CH:30]=[C:29]4[C:25]([CH:26]=[N:27][N:28]4[S:31]([CH3:34])(=[O:33])=[O:32])=[CH:24][CH:23]=3)[CH2:7][CH2:20][N:21]([CH2:22][CH3:23])[C:8]=2[CH:9]=1. The catalyst class is: 1.